This data is from Catalyst prediction with 721,799 reactions and 888 catalyst types from USPTO. The task is: Predict which catalyst facilitates the given reaction. (1) Reactant: Br[C:2]1[CH:7]=[CH:6][C:5]([S:8]([NH:11][C:12]2[CH:17]=[CH:16][C:15]([Cl:18])=[CH:14][C:13]=2[C:19]([C:21]2[CH:26]=[CH:25][N:24]=[CH:23][CH:22]=2)=[O:20])(=[O:10])=[O:9])=[CH:4][CH:3]=1.O.[O-]P([O-])([O-])=O.[K+].[K+].[K+].C1(P(C2C=CC=CC=2)C2C=CC3C(=CC=CC=3)C=2C2C3C(=CC=CC=3)C=CC=2P(C2C=CC=CC=2)C2C=CC=CC=2)C=CC=CC=1.[NH:82]1[CH2:87][CH2:86][CH2:85][CH2:84][CH2:83]1. Product: [Cl:18][C:15]1[CH:16]=[CH:17][C:12]([NH:11][S:8]([C:5]2[CH:6]=[CH:7][C:2]([N:82]3[CH2:87][CH2:86][CH2:85][CH2:84][CH2:83]3)=[CH:3][CH:4]=2)(=[O:10])=[O:9])=[C:13]([C:19]([C:21]2[CH:26]=[CH:25][N:24]=[CH:23][CH:22]=2)=[O:20])[CH:14]=1. The catalyst class is: 505. (2) Reactant: Cl.[CH:2]1([N:6]2[CH2:11][CH2:10][N:9]([C:12]([C:14]3[CH:15]=[C:16]4[C:20](=[CH:21][CH:22]=3)[NH:19][C:18]([C:23]([OH:25])=O)=[CH:17]4)=[O:13])[CH2:8][CH2:7]2)[CH2:5][CH2:4][CH2:3]1.F[B-](F)(F)F.N1(OC(N(C)C)=[N+](C)C)C2C=CC=CC=2N=N1.[F:48][C:49]1([F:55])[CH2:54][CH2:53][NH:52][CH2:51][CH2:50]1.C(N(CC)C(C)C)(C)C. Product: [CH:2]1([N:6]2[CH2:7][CH2:8][N:9]([C:12]([C:14]3[CH:15]=[C:16]4[C:20](=[CH:21][CH:22]=3)[NH:19][C:18]([C:23]([N:52]3[CH2:53][CH2:54][C:49]([F:55])([F:48])[CH2:50][CH2:51]3)=[O:25])=[CH:17]4)=[O:13])[CH2:10][CH2:11]2)[CH2:3][CH2:4][CH2:5]1. The catalyst class is: 9. (3) Reactant: [Cl:1][C:2]1[N:3]=[CH:4][C:5]([C:8]([O:10]C)=[O:9])=[N:6][CH:7]=1.C(=O)([O-])[O-].[K+].[K+].Cl. Product: [Cl:1][C:2]1[N:3]=[CH:4][C:5]([C:8]([OH:10])=[O:9])=[N:6][CH:7]=1. The catalyst class is: 7.